Dataset: Forward reaction prediction with 1.9M reactions from USPTO patents (1976-2016). Task: Predict the product of the given reaction. (1) Given the reactants [Cl-].[Al+3].[Cl-].[Cl-].[C:5](Cl)(=[O:7])[CH3:6].[O:9]1[C:18]2[C:13](=[CH:14][CH:15]=[CH:16][CH:17]=2)[CH2:12][CH2:11][C@@H:10]1[CH2:19][N:20]([CH2:31][CH2:32][CH2:33][CH2:34][N:35]1[C:39](=[O:40])[C:38]2[CH:41]=[CH:42][CH:43]=[CH:44][C:37]=2[S:36]1(=[O:46])=[O:45])[C:21](=[O:30])[O:22][CH2:23][C:24]1[CH:29]=[CH:28][CH:27]=[CH:26][CH:25]=1, predict the reaction product. The product is: [C:5]([C:15]1[CH:14]=[C:13]2[C:18](=[CH:17][CH:16]=1)[O:9][C@@H:10]([CH2:19][N:20]([CH2:31][CH2:32][CH2:33][CH2:34][N:35]1[C:39](=[O:40])[C:38]3[CH:41]=[CH:42][CH:43]=[CH:44][C:37]=3[S:36]1(=[O:46])=[O:45])[C:21](=[O:30])[O:22][CH2:23][C:24]1[CH:29]=[CH:28][CH:27]=[CH:26][CH:25]=1)[CH2:11][CH2:12]2)(=[O:7])[CH3:6]. (2) Given the reactants [CH3:1][O:2][C:3]1[CH:8]=[CH:7][C:6]([NH:9][CH:10]2[CH2:15][CH2:14][N:13]([CH2:16][C:17]3[CH:22]=[CH:21][N:20]=[C:19]([C:23]4[CH:28]=[C:27]([O:29][CH3:30])[C:26]([O:31][CH:32]([CH3:34])[CH3:33])=[C:25]([O:35][CH3:36])[CH:24]=4)[CH:18]=3)[CH2:12][CH2:11]2)=[CH:5][CH:4]=1.[Cl:37][CH2:38][C:39]1[CH:44]=[CH:43][N:42]=[C:41]([C:45]2[CH:50]=[C:49]([O:51][CH3:52])[C:48]([O:53][CH:54]([CH3:56])[CH3:55])=[C:47]([O:57][CH3:58])[CH:46]=2)[CH:40]=1, predict the reaction product. The product is: [ClH:37].[ClH:37].[ClH:37].[CH:32]([O:31][C:26]1[C:25]([O:35][CH3:36])=[CH:24][C:23]([C:19]2[CH:18]=[C:17]([CH2:16][N:13]3[CH2:12][CH2:11][CH:10]([N:9]([CH2:38][C:39]4[CH:44]=[CH:43][N:42]=[C:41]([C:45]5[CH:50]=[C:49]([O:51][CH3:52])[C:48]([O:53][CH:54]([CH3:56])[CH3:55])=[C:47]([O:57][CH3:58])[CH:46]=5)[CH:40]=4)[C:6]4[CH:7]=[CH:8][C:3]([O:2][CH3:1])=[CH:4][CH:5]=4)[CH2:15][CH2:14]3)[CH:22]=[CH:21][N:20]=2)=[CH:28][C:27]=1[O:29][CH3:30])([CH3:33])[CH3:34]. (3) Given the reactants FC(F)(F)C(O)=O.[NH2:8][C@@H:9]([C:25]1[CH:30]=[CH:29][CH:28]=[CH:27][CH:26]=1)[C:10]([NH:12][CH2:13][CH2:14][NH:15][C:16]1[C:20]2[CH:21]=[CH:22][CH:23]=[CH:24][C:19]=2[S:18][N:17]=1)=[O:11].C(N(CC)CC)C.[C:38]1([S:44](Cl)(=[O:46])=[O:45])[CH:43]=[CH:42][CH:41]=[CH:40][CH:39]=1, predict the reaction product. The product is: [S:18]1[C:19]2[CH:24]=[CH:23][CH:22]=[CH:21][C:20]=2[C:16]([NH:15][CH2:14][CH2:13][NH:12][C:10](=[O:11])[C@H:9]([C:25]2[CH:30]=[CH:29][CH:28]=[CH:27][CH:26]=2)[NH:8][S:44]([C:38]2[CH:43]=[CH:42][CH:41]=[CH:40][CH:39]=2)(=[O:46])=[O:45])=[N:17]1. (4) Given the reactants [CH2:1]([O:8][C:9](=[O:16])[C@H:10]([CH2:12][CH:13]([CH3:15])[CH3:14])[NH2:11])[C:2]1[CH:7]=[CH:6][CH:5]=[CH:4][CH:3]=1.Cl[C:18](Cl)([O:20]C(=O)OC(Cl)(Cl)Cl)Cl.C(N(CC)CC)C, predict the reaction product. The product is: [N:11]([CH:10]([CH2:12][CH:13]([CH3:14])[CH3:15])[C:9]([O:8][CH2:1][C:2]1[CH:7]=[CH:6][CH:5]=[CH:4][CH:3]=1)=[O:16])=[C:18]=[O:20]. (5) The product is: [CH3:21][O:20][C:11]1[CH:12]=[CH:13][C:14]2[C:19](=[CH:18][CH:17]=[CH:16][CH:15]=2)[C:10]=1[CH:2]1[N:1]([CH2:31][C:30]2[CH:33]=[CH:34][CH:35]=[C:28]([C:23]3[N:22]=[CH:27][CH:26]=[CH:25][N:24]=3)[CH:29]=2)[C:6](=[O:8])[CH2:5][CH2:4][CH2:3]1. Given the reactants [NH2:1][CH:2]([C:10]1[C:19]2[C:14](=[CH:15][CH:16]=[CH:17][CH:18]=2)[CH:13]=[CH:12][C:11]=1[O:20][CH3:21])[CH2:3][CH2:4][CH2:5][C:6]([O:8]C)=O.[N:22]1[CH:27]=[CH:26][CH:25]=[N:24][C:23]=1[C:28]1[CH:29]=[C:30]([CH:33]=[CH:34][CH:35]=1)[CH:31]=O, predict the reaction product. (6) Given the reactants Cl[C:2]1[N:7]=[C:6]([C:8]2[CH:13]=[CH:12][C:11]([F:14])=[C:10]([F:15])[CH:9]=2)[CH:5]=[C:4]([C:16]([F:19])([F:18])[F:17])[N:3]=1.[Br:20][C:21]1[CH:22]=[C:23](B(O)O)[CH:24]=[CH:25][CH:26]=1, predict the reaction product. The product is: [Br:20][C:21]1[CH:26]=[C:25]([C:2]2[N:7]=[C:6]([C:8]3[CH:13]=[CH:12][C:11]([F:14])=[C:10]([F:15])[CH:9]=3)[CH:5]=[C:4]([C:16]([F:19])([F:18])[F:17])[N:3]=2)[CH:24]=[CH:23][CH:22]=1. (7) Given the reactants [CH3:1][N:2]1[CH:6]=[C:5]([NH:7][C:8]2[N:13]=[C:12]([NH:14][C:15]3[CH:16]=[N:17][N:18]([CH3:20])[CH:19]=3)[C:11]([NH2:21])=[CH:10][N:9]=2)[CH:4]=[N:3]1.S(=O)(=O)(O)O.[N:27]([O-])=O.[Na+], predict the reaction product. The product is: [CH3:1][N:2]1[CH:6]=[C:5]([NH:7][C:8]2[N:9]=[CH:10][C:11]3[N:21]=[N:27][N:14]([C:15]4[CH:16]=[N:17][N:18]([CH3:20])[CH:19]=4)[C:12]=3[N:13]=2)[CH:4]=[N:3]1. (8) Given the reactants [O:1](C)[S:2]([C:5]([F:8])([F:7])[F:6])(=[O:4])=[O:3].[Br:10][C:11]1[CH:24]=[CH:23][C:14]([CH2:15][O:16][C:17]2[CH:22]=[CH:21][CH:20]=[CH:19][N:18]=2)=[CH:13][CH:12]=1, predict the reaction product. The product is: [O-:4][S:2]([C:5]([F:8])([F:7])[F:6])(=[O:3])=[O:1].[Br:10][C:11]1[CH:24]=[CH:23][C:14]([CH2:15][O:16][C:17]2[CH:22]=[CH:21][CH:20]=[CH:19][N+:18]=2[CH3:5])=[CH:13][CH:12]=1. (9) Given the reactants [N:1]1[CH:6]=[CH:5][CH:4]=[CH:3][C:2]=1[O:7][CH2:8][C:9]1[CH:27]=[CH:26][C:12]([CH2:13][C:14]2[CH:18]=[C:17]([C:19]3[C:20]([NH2:25])=[N:21][CH:22]=[CH:23][CH:24]=3)[O:16][N:15]=2)=[CH:11][CH:10]=1.[BrH:28], predict the reaction product. The product is: [BrH:28].[BrH:28].[N:1]1[CH:6]=[CH:5][CH:4]=[CH:3][C:2]=1[O:7][CH2:8][C:9]1[CH:27]=[CH:26][C:12]([CH2:13][C:14]2[CH:18]=[C:17]([C:19]3[C:20]([NH2:25])=[N:21][CH:22]=[CH:23][CH:24]=3)[O:16][N:15]=2)=[CH:11][CH:10]=1.